This data is from Reaction yield outcomes from USPTO patents with 853,638 reactions. The task is: Predict the reaction yield, written as a fraction of the theoretical maximum amount of product (1.0 means a 100% yield; for example, 0.34 means a 34% yield). (1) The product is [Br:36][C:33]1[CH:34]=[CH:35][C:30]([C@:17]2([S:20]([C:23]3[CH:28]=[CH:27][C:26]([F:29])=[CH:25][CH:24]=3)(=[O:21])=[O:22])[CH2:18][CH2:19][NH:15][CH2:16]2)=[CH:31][C:32]=1[F:37]. The yield is 0.870. The catalyst is ClCCCl. The reactants are ClC(OC(Cl)C)=O.C([N:15]1[CH2:19][CH2:18][C@:17]([C:30]2[CH:35]=[CH:34][C:33]([Br:36])=[C:32]([F:37])[CH:31]=2)([S:20]([C:23]2[CH:28]=[CH:27][C:26]([F:29])=[CH:25][CH:24]=2)(=[O:22])=[O:21])[CH2:16]1)C1C=CC=CC=1. (2) The reactants are C(N(C(C)C)CC)(C)C.[CH3:10][O:11][C:12](=[O:32])[C:13]1[CH:18]=[C:17]([C:19]2[CH:24]=[C:23]([S:25][CH2:26][CH2:27][NH2:28])[N:22]=[C:21]([NH2:29])[N:20]=2)[C:16]([CH3:30])=[CH:15][C:14]=1[CH3:31].[C:33]([O:37][C:38](NCCCC(O)=O)=[O:39])([CH3:36])([CH3:35])[CH3:34].O[N:48]1[C:52]2[CH:53]=[CH:54]C=C[C:51]=2N=N1.Cl.C(N=C=NCCCN(C)C)C.[OH2:69]. The catalyst is CN(C)C=O. The product is [CH3:10][O:11][C:12](=[O:32])[C:13]1[CH:18]=[C:17]([C:19]2[CH:24]=[C:23]([S:25][CH2:26][CH2:27][NH:28][C:54](=[O:69])[CH2:53][CH:52]([NH:48][C:38]([O:37][C:33]([CH3:36])([CH3:35])[CH3:34])=[O:39])[CH3:51])[N:22]=[C:21]([NH2:29])[N:20]=2)[C:16]([CH3:30])=[CH:15][C:14]=1[CH3:31]. The yield is 0.730.